From a dataset of Catalyst prediction with 721,799 reactions and 888 catalyst types from USPTO. Predict which catalyst facilitates the given reaction. (1) Reactant: [CH3:1][O:2][C:3](=[O:12])[C:4]1[CH:9]=[CH:8][CH:7]=[CH:6][C:5]=1[CH2:10]Br.[NH:13]1[CH2:18][CH2:17][O:16][CH2:15][CH2:14]1.Cl. Product: [CH3:1][O:2][C:3](=[O:12])[C:4]1[CH:9]=[CH:8][CH:7]=[CH:6][C:5]=1[CH2:10][N:13]1[CH2:18][CH2:17][O:16][CH2:15][CH2:14]1. The catalyst class is: 3. (2) Reactant: C([O:5][C:6](=[O:40])[CH2:7][N:8]1[C:16]2[C:15](=[O:17])[N:14]([C:18]3[CH:23]=[CH:22][C:21]([Cl:24])=[CH:20][CH:19]=3)[C:13]([C:25]3[CH:30]=[CH:29][C:28]([CH:31]([CH3:33])[CH3:32])=[CH:27][CH:26]=3)=[N:12][C:11]=2[C:10]([C:34]2[CH:39]=[CH:38][CH:37]=[CH:36][CH:35]=2)=[N:9]1)(C)(C)C.C(O)(C(F)(F)F)=O. Product: [Cl:24][C:21]1[CH:20]=[CH:19][C:18]([N:14]2[C:15](=[O:17])[C:16]3[N:8]([CH2:7][C:6]([OH:40])=[O:5])[N:9]=[C:10]([C:34]4[CH:39]=[CH:38][CH:37]=[CH:36][CH:35]=4)[C:11]=3[N:12]=[C:13]2[C:25]2[CH:26]=[CH:27][C:28]([CH:31]([CH3:33])[CH3:32])=[CH:29][CH:30]=2)=[CH:23][CH:22]=1. The catalyst class is: 2. (3) Reactant: [NH2:1][C:2]1[CH:14]=[C:13]([C@H:15]([NH:19][C:20]([N:22]2[C:28](=[O:29])[C@@H:27]([CH2:30][C:31]3[CH:36]=[C:35]([Cl:37])[CH:34]=[CH:33][C:32]=3[O:38][CH3:39])[CH2:26][NH:25][C:24](=[N:40][N:41]([CH3:43])[CH3:42])[CH2:23]2)=[O:21])[CH2:16][CH2:17][CH3:18])[CH:12]=[CH:11][C:3]=1[C:4]([O:6]C(C)(C)C)=[O:5].Cl.C1(C)C=CC=CC=1. Product: [NH2:1][C:2]1[CH:14]=[C:13]([C@H:15]([NH:19][C:20]([N:22]2[C:28](=[O:29])[C@@H:27]([CH2:30][C:31]3[CH:36]=[C:35]([Cl:37])[CH:34]=[CH:33][C:32]=3[O:38][CH3:39])[CH2:26][NH:25][C:24](=[N:40][N:41]([CH3:43])[CH3:42])[CH2:23]2)=[O:21])[CH2:16][CH2:17][CH3:18])[CH:12]=[CH:11][C:3]=1[C:4]([OH:6])=[O:5]. The catalyst class is: 15. (4) Reactant: C([O:8][CH2:9][CH2:10][C:11]1[N:15]([C:16]2[CH:21]=[CH:20][C:19]([F:22])=[CH:18][C:17]=2[C:23]([F:26])([F:25])[F:24])[C:14]([CH3:27])=[C:13]([C:28]([NH:30][C:31]2[CH:36]=[CH:35][C:34]([S:37]([CH3:40])(=[O:39])=[O:38])=[CH:33][CH:32]=2)=[O:29])[CH:12]=1)C1C=CC=CC=1. Product: [F:22][C:19]1[CH:20]=[CH:21][C:16]([N:15]2[C:11]([CH2:10][CH2:9][OH:8])=[CH:12][C:13]([C:28]([NH:30][C:31]3[CH:36]=[CH:35][C:34]([S:37]([CH3:40])(=[O:39])=[O:38])=[CH:33][CH:32]=3)=[O:29])=[C:14]2[CH3:27])=[C:17]([C:23]([F:24])([F:26])[F:25])[CH:18]=1. The catalyst class is: 5. (5) Reactant: [Na].C([CH:4]([C:13]1[CH:18]=[CH:17][C:16]([F:19])=[CH:15][CH:14]=1)[C:5]([C:7]1[CH:12]=[CH:11][N:10]=[CH:9][CH:8]=1)=[O:6])#N.Br. Product: [F:19][C:16]1[CH:17]=[CH:18][C:13]([CH2:4][C:5]([C:7]2[CH:12]=[CH:11][N:10]=[CH:9][CH:8]=2)=[O:6])=[CH:14][CH:15]=1. The catalyst class is: 8. (6) The catalyst class is: 11. Product: [CH:22]1([N:21]2[C:17]([C:13]3[CH:12]=[C:11]([NH:10][C:8]([C:4]4[CH:3]=[C:2]([C:3]5[CH:4]=[N:5][CH:6]=[CH:7][CH:2]=5)[CH:7]=[CH:6][N:5]=4)=[O:9])[CH:16]=[CH:15][CH:14]=3)=[CH:18][N:19]=[CH:20]2)[CH2:24][CH2:23]1. Reactant: Br[C:2]1[CH:7]=[CH:6][N:5]=[C:4]([C:8]([NH:10][C:11]2[CH:16]=[CH:15][CH:14]=[C:13]([C:17]3[N:21]([CH:22]4[CH2:24][CH2:23]4)[CH:20]=[N:19][CH:18]=3)[CH:12]=2)=[O:9])[CH:3]=1.B(O)O.C(=O)([O-])[O-].[K+].[K+].